Dataset: Retrosynthesis with 50K atom-mapped reactions and 10 reaction types from USPTO. Task: Predict the reactants needed to synthesize the given product. (1) Given the product Cc1cc(Cl)c(OCCCO[Si](C)(C)C(C)(C)C)c(Cl)c1, predict the reactants needed to synthesize it. The reactants are: CC(C)(C)[Si](C)(C)OCCCO.Cc1cc(Cl)c(O)c(Cl)c1. (2) Given the product c1cc2c(cc1-c1nnc(SCC3CC3)o1)CCO2, predict the reactants needed to synthesize it. The reactants are: ClCC1CC1.Sc1nnc(-c2ccc3c(c2)CCO3)o1. (3) Given the product COc1cc2c(cc1OC)CN(C(=O)c1ccnc(Cl)c1)CC2, predict the reactants needed to synthesize it. The reactants are: COc1cc2c(cc1OC)CNCC2.O=C(O)c1ccnc(Cl)c1. (4) Given the product COCCNc1cncc(-c2cc(C)cc(Nc3nccc(C(F)(F)F)n3)c2)c1, predict the reactants needed to synthesize it. The reactants are: COCCN.Cc1cc(Nc2nccc(C(F)(F)F)n2)cc(-c2cncc(Br)c2)c1. (5) Given the product CCc1ccc(S(=O)(=O)NC(=O)Nc2ccc(Cl)cc2)o1, predict the reactants needed to synthesize it. The reactants are: CCc1ccc(S(N)(=O)=O)o1.O=C=Nc1ccc(Cl)cc1.